This data is from Peptide-MHC class I binding affinity with 185,985 pairs from IEDB/IMGT. The task is: Regression. Given a peptide amino acid sequence and an MHC pseudo amino acid sequence, predict their binding affinity value. This is MHC class I binding data. (1) The peptide sequence is DFISMYFPW. The MHC is HLA-A80:01 with pseudo-sequence HLA-A80:01. The binding affinity (normalized) is 0.0847. (2) The peptide sequence is APDGFYPFK. The MHC is HLA-A02:19 with pseudo-sequence HLA-A02:19. The binding affinity (normalized) is 0.0847. (3) The peptide sequence is ELRRAAIDR. The MHC is HLA-A30:01 with pseudo-sequence HLA-A30:01. The binding affinity (normalized) is 0.